From a dataset of Catalyst prediction with 721,799 reactions and 888 catalyst types from USPTO. Predict which catalyst facilitates the given reaction. (1) Reactant: [C:1]([C:3]1[CH:8]=[CH:7][N:6]=[CH:5][C:4]=1[CH2:9][C:10](OCC)=[O:11])#[N:2].[BH4-].[Na+]. Product: [OH:11][CH2:10][CH2:9][C:4]1[CH:5]=[N:6][CH:7]=[CH:8][C:3]=1[C:1]#[N:2]. The catalyst class is: 8. (2) Reactant: [O:1]=[C:2]([C:11]1[CH:16]=[CH:15][CH:14]=[CH:13][CH:12]=1)[CH2:3][S:4][CH2:5][C:6]([O:8][CH2:9][CH3:10])=[O:7].[CH3:17][C:18]([CH3:23])([CH2:21]O)[CH2:19][OH:20]. Product: [CH3:17][C:18]1([CH3:23])[CH2:19][O:20][C:2]([CH2:3][S:4][CH2:5][C:6]([O:8][CH2:9][CH3:10])=[O:7])([C:11]2[CH:16]=[CH:15][CH:14]=[CH:13][CH:12]=2)[O:1][CH2:21]1. The catalyst class is: 626. (3) Reactant: [F:1][C:2]([F:33])([F:32])[CH:3]([NH:8][C:9]1[CH:14]=[CH:13][C:12]([O:15][C:16]2[CH:21]=[CH:20][N:19]=[C:18]3[CH:22]=[C:23]([C:25]4[N:26]=[CH:27][N:28]([CH3:30])[CH:29]=4)[S:24][C:17]=23)=[C:11]([F:31])[CH:10]=1)[CH2:4][C:5]([OH:7])=O.[NH2:34][C:35]1[CH:40]=[CH:39][CH:38]=[CH:37][CH:36]=1.C(N(CC)C(C)C)(C)C.CN(C(ON1N=NC2C=CC=NC1=2)=[N+](C)C)C.F[P-](F)(F)(F)(F)F.C(=O)(O)[O-].[Na+]. Product: [F:33][C:2]([F:32])([F:1])[CH:3]([NH:8][C:9]1[CH:14]=[CH:13][C:12]([O:15][C:16]2[CH:21]=[CH:20][N:19]=[C:18]3[CH:22]=[C:23]([C:25]4[N:26]=[CH:27][N:28]([CH3:30])[CH:29]=4)[S:24][C:17]=23)=[C:11]([F:31])[CH:10]=1)[CH2:4][C:5]([NH:34][C:35]1[CH:40]=[CH:39][CH:38]=[CH:37][CH:36]=1)=[O:7]. The catalyst class is: 3. (4) Reactant: [N:1]1[CH:6]=[CH:5][CH:4]=[CH:3][C:2]=1/[CH:7]=[CH:8]/[C:9]([O:11][C:12]([CH3:15])([CH3:14])[CH3:13])=[O:10].ClC1C=CC=C(C(OO)=[O:24])C=1. Product: [O-:24][N+:1]1[CH:6]=[CH:5][CH:4]=[CH:3][C:2]=1/[CH:7]=[CH:8]/[C:9]([O:11][C:12]([CH3:15])([CH3:14])[CH3:13])=[O:10]. The catalyst class is: 13.